Task: Predict which catalyst facilitates the given reaction.. Dataset: Catalyst prediction with 721,799 reactions and 888 catalyst types from USPTO (1) The catalyst class is: 31. Product: [C:1]1([CH:7]([C:29]2[CH:34]=[CH:33][CH:32]=[CH:31][CH:30]=2)[C:8]2[CH:9]=[CH:10][C:11](=[O:28])[N:12]([CH2:14][CH2:15][CH2:16][C:17]3[CH:18]=[C:19]([CH:25]=[CH:26][CH:27]=3)[O:20][CH2:21][C:22]([O:24][CH3:35])=[O:23])[CH:13]=2)[CH:2]=[CH:3][CH:4]=[CH:5][CH:6]=1. Reactant: [C:1]1([CH:7]([C:29]2[CH:34]=[CH:33][CH:32]=[CH:31][CH:30]=2)[C:8]2[CH:9]=[CH:10][C:11](=[O:28])[N:12]([CH2:14][CH2:15][CH2:16][C:17]3[CH:18]=[C:19]([CH:25]=[CH:26][CH:27]=3)[O:20][CH2:21][C:22]([OH:24])=[O:23])[CH:13]=2)[CH:6]=[CH:5][CH:4]=[CH:3][CH:2]=1.[C:35]([O-])([O-])=O.[K+].[K+].IC. (2) Reactant: [O:1]=[C:2]1[NH:7][C:6](=[O:8])[CH:5]=[N:4][N:3]1[C:9]1[CH:10]=[CH:11][C:12]([CH3:18])=[C:13]([CH:17]=1)[C:14]([OH:16])=O.Cl.[NH2:20][CH2:21][C:22]1([OH:29])[CH2:28][CH2:27][CH2:26][CH2:25][CH2:24][CH2:23]1.CCN=C=NCCCN(C)C.Cl. Product: [O:1]=[C:2]1[NH:7][C:6](=[O:8])[CH:5]=[N:4][N:3]1[C:9]1[CH:10]=[CH:11][C:12]([CH3:18])=[C:13]([CH:17]=1)[C:14]([NH:20][CH2:21][C:22]1([OH:29])[CH2:28][CH2:27][CH2:26][CH2:25][CH2:24][CH2:23]1)=[O:16]. The catalyst class is: 792. (3) Reactant: [C:1](Cl)(=[O:6])[CH2:2][CH2:3][CH2:4][CH3:5].[NH2:8][CH:9]1[C:15](=[O:16])[NH:14][C:13]2[CH:17]=[CH:18][CH:19]=[CH:20][C:12]=2[NH:11][C:10]1=[O:21].C(N(CC)CC)C. Product: [O:21]=[C:10]1[NH:11][C:12]2[CH:20]=[CH:19][CH:18]=[CH:17][C:13]=2[NH:14][C:15](=[O:16])[CH:9]1[NH:8][C:1](=[O:6])[CH2:2][CH2:3][CH2:4][CH3:5]. The catalyst class is: 9. (4) The catalyst class is: 1. Product: [C:1]([O:5][C:6]([N:8]1[CH2:9][CH2:10][CH:11]([N:14]([CH2:21][CH2:22][O:23][CH3:24])[CH2:15][C:16]([F:17])([F:18])[F:19])[CH2:12][CH2:13]1)=[O:7])([CH3:4])([CH3:3])[CH3:2]. Reactant: [C:1]([O:5][C:6]([N:8]1[CH2:13][CH2:12][CH:11]([N:14]([CH2:21][CH2:22][O:23][CH3:24])[C:15](=O)[C:16]([F:19])([F:18])[F:17])[CH2:10][CH2:9]1)=[O:7])([CH3:4])([CH3:3])[CH3:2]. (5) Reactant: [S:1]1[C:5]([CH:6]=O)=[CH:4][C:3]2[CH:8]=[CH:9][CH:10]=[CH:11][C:2]1=2.[CH3:12][N:13]1[CH2:17][CH2:16][CH2:15][CH:14]1[CH2:18][CH2:19][NH2:20].[Na]. Product: [S:1]1[C:5]([CH2:6][NH:20][CH2:19][CH2:18][CH:14]2[CH2:15][CH2:16][CH2:17][N:13]2[CH3:12])=[CH:4][C:3]2[CH:8]=[CH:9][CH:10]=[CH:11][C:2]1=2. The catalyst class is: 4. (6) Reactant: [C:1]([OH:10])(=O)[C:2]1[C:3](=[CH:5][CH:6]=[CH:7][CH:8]=1)[OH:4].S(Cl)(Cl)=O.[Cl:15][C:16]1[CH:21]=[CH:20][C:19]([NH2:22])=[C:18]([F:23])[CH:17]=1. Product: [Cl:15][C:16]1[CH:21]=[CH:20][C:19]([NH:22][C:1](=[O:10])[C:2]2[CH:8]=[CH:7][CH:6]=[CH:5][C:3]=2[OH:4])=[C:18]([F:23])[CH:17]=1. The catalyst class is: 7.